This data is from Peptide-MHC class II binding affinity with 134,281 pairs from IEDB. The task is: Regression. Given a peptide amino acid sequence and an MHC pseudo amino acid sequence, predict their binding affinity value. This is MHC class II binding data. (1) The peptide sequence is TNNPHMQDKTMVKKW. The MHC is DRB1_0404 with pseudo-sequence DRB1_0404. The binding affinity (normalized) is 0.340. (2) The peptide sequence is SVWPIRYWATGSVLL. The MHC is DRB4_0101 with pseudo-sequence DRB4_0103. The binding affinity (normalized) is 0.842. (3) The peptide sequence is LRLFDYNKNAIKTLN. The MHC is DRB1_1101 with pseudo-sequence DRB1_1101. The binding affinity (normalized) is 0.428. (4) The MHC is DRB1_0701 with pseudo-sequence DRB1_0701. The peptide sequence is EKKMFAATQFEPLAA. The binding affinity (normalized) is 0.600. (5) The peptide sequence is VFCSELPDFACSG. The MHC is DRB5_0101 with pseudo-sequence DRB5_0101. The binding affinity (normalized) is 0.0459.